This data is from Human liver microsome stability data. The task is: Regression/Classification. Given a drug SMILES string, predict its absorption, distribution, metabolism, or excretion properties. Task type varies by dataset: regression for continuous measurements (e.g., permeability, clearance, half-life) or binary classification for categorical outcomes (e.g., BBB penetration, CYP inhibition). Dataset: hlm. (1) The drug is CS(=O)(=O)Nc1ccc2c(c1)S(=O)(=O)NC(C1=C(O)[C@@H]3C4CCC(CC4)[C@@H]3N(Cc3ccc(F)c(F)c3F)C1=O)=N2. The result is 0 (unstable in human liver microsomes). (2) The compound is CC(C)NC(=O)N[C@H]1CC[C@H](Nc2ncc3ccc(=O)n(C4CCCC4)c3n2)CC1. The result is 1 (stable in human liver microsomes). (3) The compound is C[C@@H]1CN(c2ccc(F)cc2C(F)(F)F)CCN1S(=O)(=O)c1ccc(N2CCS(=O)(=O)CC2)cc1Cl. The result is 0 (unstable in human liver microsomes). (4) The compound is COC(=O)Nc1ccc2c(c1)NC(=O)[C@H](C)CCC[C@H](N1CC(=O)N(c3c(F)ccc(Cl)c3F)CC1=O)c1cc-2ccn1. The result is 0 (unstable in human liver microsomes). (5) The compound is [2H]C([2H])([2H])NC(=O)c1cnc(Nc2ccc(F)cn2)cc1Nc1ccccc1S(C)(=O)=O. The result is 0 (unstable in human liver microsomes). (6) The drug is C[C@@H]1CC[C@H]2[C@@H](O)[C@H](OC(=O)CCC(=O)O[C@@H]3O[C@@H]4O[C@@]5(C)CC[C@H]6[C@H](C)CC[C@@H]([C@H]3O)[C@@]46OO5)O[C@@H]3O[C@@]4(C)CC[C@@H]1[C@]32OO4. The result is 1 (stable in human liver microsomes).